Dataset: Forward reaction prediction with 1.9M reactions from USPTO patents (1976-2016). Task: Predict the product of the given reaction. Given the reactants [CH3:1][O:2][C:3]1[CH:21]=[C:20]2[C:6]([C:7](=[O:23])[C:8](=[O:22])[C:9]3[S:19][CH2:18][C:12]4([CH2:17][CH2:16][NH:15][CH2:14][CH2:13]4)[O:11][C:10]=32)=[CH:5][CH:4]=1.[Cl:24][C:25]1[CH:35]=[CH:34][C:28]([O:29][CH2:30][C@@H:31]2[CH2:33][O:32]2)=[CH:27][CH:26]=1, predict the reaction product. The product is: [Cl:24][C:25]1[CH:35]=[CH:34][C:28]([O:29][CH2:30][C@@H:31]([OH:32])[CH2:33][N:15]2[CH2:16][CH2:17][C:12]3([O:11][C:10]4[C:20]5[C:6]([C:7](=[O:23])[C:8](=[O:22])[C:9]=4[S:19][CH2:18]3)=[CH:5][CH:4]=[C:3]([O:2][CH3:1])[CH:21]=5)[CH2:13][CH2:14]2)=[CH:27][CH:26]=1.